Predict the reactants needed to synthesize the given product. From a dataset of Full USPTO retrosynthesis dataset with 1.9M reactions from patents (1976-2016). (1) Given the product [C:15]([C:7]1[C:8]([C:11]([F:12])([F:14])[F:13])=[C:9]2[C:4](=[CH:5][CH:6]=1)[N:3]([CH2:18][C:19]([O:21][CH3:22])=[O:20])[C:2]([CH3:1])=[CH:10]2)#[N:16], predict the reactants needed to synthesize it. The reactants are: [CH3:1][C:2]1[NH:3][C:4]2[C:9]([CH:10]=1)=[C:8]([C:11]([F:14])([F:13])[F:12])[C:7]([C:15]#[N:16])=[CH:6][CH:5]=2.Br[CH2:18][C:19]([O:21][CH3:22])=[O:20].C([O-])([O-])=O.[Cs+].[Cs+]. (2) Given the product [CH3:7][O:6][C:4](=[O:5])[CH2:3][C@H:2]([O:1][Si:14]([C:27]([CH3:30])([CH3:29])[CH3:28])([C:21]1[CH:22]=[CH:23][CH:24]=[CH:25][CH:26]=1)[C:15]1[CH:20]=[CH:19][CH:18]=[CH:17][CH:16]=1)[CH3:8], predict the reactants needed to synthesize it. The reactants are: [OH:1][C@H:2]([CH3:8])[CH2:3][C:4]([O:6][CH3:7])=[O:5].N1C=CN=C1.[Si:14](Cl)([C:27]([CH3:30])([CH3:29])[CH3:28])([C:21]1[CH:26]=[CH:25][CH:24]=[CH:23][CH:22]=1)[C:15]1[CH:20]=[CH:19][CH:18]=[CH:17][CH:16]=1.